This data is from Forward reaction prediction with 1.9M reactions from USPTO patents (1976-2016). The task is: Predict the product of the given reaction. (1) Given the reactants [CH3:1][O:2][C:3](=[O:22])[CH2:4][CH2:5][CH2:6][CH2:7][C:8]1[O:9][C:10]([C:13]2[CH:18]=[C:17]([Cl:19])[CH:16]=[CH:15][C:14]=2[O:20]C)=[CH:11][N:12]=1.B(Br)(Br)Br, predict the reaction product. The product is: [CH3:1][O:2][C:3](=[O:22])[CH2:4][CH2:5][CH2:6][CH2:7][C:8]1[O:9][C:10]([C:13]2[CH:18]=[C:17]([Cl:19])[CH:16]=[CH:15][C:14]=2[OH:20])=[CH:11][N:12]=1. (2) Given the reactants [NH2:1][C:2]1[CH:3]=[CH:4][C:5]([F:18])=[C:6]([C@:8]2([CH3:17])[C:13]([F:15])([F:14])[CH2:12][O:11][C:10]([NH2:16])=[N:9]2)[CH:7]=1.[F:19][C:20]1[CH:21]=[CH:22][C:23]([C:26](O)=[O:27])=[N:24][CH:25]=1, predict the reaction product. The product is: [NH2:16][C:10]1[O:11][CH2:12][C:13]([F:14])([F:15])[C@:8]([C:6]2[CH:7]=[C:2]([NH:1][C:26]([C:23]3[CH:22]=[CH:21][C:20]([F:19])=[CH:25][N:24]=3)=[O:27])[CH:3]=[CH:4][C:5]=2[F:18])([CH3:17])[N:9]=1.